From a dataset of Full USPTO retrosynthesis dataset with 1.9M reactions from patents (1976-2016). Predict the reactants needed to synthesize the given product. (1) Given the product [CH3:53][N:49]1[C:48]2[C:54]([CH3:56])=[CH:55][C:45]([C:43]([C:19]3[CH:20]=[C:21]([N:23]4[CH2:28][CH2:27][CH:26]([N:29]5[CH2:35][CH2:34][C:33]6[CH:36]=[C:37]([O:40][CH3:41])[CH:38]=[CH:39][C:32]=6[NH:31][C:30]5=[O:42])[CH2:25][CH2:24]4)[NH:22][C:17](=[O:16])[CH:18]=3)=[O:44])=[CH:46][C:47]=2[O:51][C:50]1=[O:52], predict the reactants needed to synthesize it. The reactants are: C1COCC1.C(Cl)Cl.C([O:16][C:17]1[N:22]=[C:21]([N:23]2[CH2:28][CH2:27][CH:26]([N:29]3[CH2:35][CH2:34][C:33]4[CH:36]=[C:37]([O:40][CH3:41])[CH:38]=[CH:39][C:32]=4[NH:31][C:30]3=[O:42])[CH2:25][CH2:24]2)[CH:20]=[C:19]([C:43]([C:45]2[CH:55]=[C:54]([CH3:56])[C:48]3[N:49]([CH3:53])[C:50](=[O:52])[O:51][C:47]=3[CH:46]=2)=[O:44])[CH:18]=1)C1C=CC=CC=1. (2) Given the product [OH:10][CH:9]([C:11]1[CH:29]=[C:14]2[C:15]([C:21]3[CH:22]([CH3:28])[CH2:23][C:24](=[O:27])[NH:25][N:26]=3)=[CH:16][CH:17]=[C:18]([O:19][CH3:20])[N:13]2[N:12]=1)[CH3:5], predict the reactants needed to synthesize it. The reactants are: C[Mg]Br.O1CCC[CH2:5]1.[CH:9]([C:11]1[CH:29]=[C:14]2[C:15]([C:21]3[CH:22]([CH3:28])[CH2:23][C:24](=[O:27])[NH:25][N:26]=3)=[CH:16][CH:17]=[C:18]([O:19][CH3:20])[N:13]2[N:12]=1)=[O:10]. (3) Given the product [Br:31][C:26]1[CH:25]=[C:24]([CH:29]=[C:28]([CH:35]=[O:36])[CH:27]=1)[CH2:23][N:15]([CH:12]1[CH2:14][CH2:13]1)[C:16](=[O:22])[O:17][C:18]([CH3:21])([CH3:20])[CH3:19], predict the reactants needed to synthesize it. The reactants are: C([Li])CCC.C([Mg]Br)CCC.[CH:12]1([N:15]([CH2:23][C:24]2[CH:29]=[CH:28][C:27](Br)=[C:26]([Br:31])[CH:25]=2)[C:16](=[O:22])[O:17][C:18]([CH3:21])([CH3:20])[CH3:19])[CH2:14][CH2:13]1.CN([CH:35]=[O:36])C. (4) Given the product [O:16]=[C:14]([CH3:15])[CH2:13][S:1][C:2]1[CH:7]=[CH:6][CH:5]=[CH:4][C:3]=1[CH2:8][C:9]([OH:11])=[O:10], predict the reactants needed to synthesize it. The reactants are: [SH:1][C:2]1[CH:7]=[CH:6][CH:5]=[CH:4][C:3]=1[CH2:8][C:9]([OH:11])=[O:10].Cl[CH2:13][C:14](=[O:16])[CH3:15]. (5) Given the product [F:1][C:2]1[C:3]([NH:18][C:19]2[CH:24]=[CH:23][C:22]([I:25])=[CH:21][C:20]=2[F:26])=[C:4]([CH:12]=[C:13]([CH2:16][O:17][C:28]([CH3:31])([CH3:27])[CH2:29][OH:30])[C:14]=1[F:15])[C:5]([NH:7][O:8][CH2:9][CH2:10][OH:11])=[O:6], predict the reactants needed to synthesize it. The reactants are: [F:1][C:2]1[C:3]([NH:18][C:19]2[CH:24]=[CH:23][C:22]([I:25])=[CH:21][C:20]=2[F:26])=[C:4]([CH:12]=[C:13]([CH:16]=[O:17])[C:14]=1[F:15])[C:5]([NH:7][O:8][CH2:9][CH2:10][OH:11])=[O:6].[CH3:27][C:28](O)([CH3:31])[CH2:29][OH:30]. (6) Given the product [OH:12][CH2:11][CH2:10][NH:1][C@H:2]([C:5]([OH:7])=[O:6])[CH2:3][SH:4], predict the reactants needed to synthesize it. The reactants are: [NH2:1][C@H:2]([C:5]([OH:7])=[O:6])[CH2:3][SH:4].[OH-].[Na+].[CH2:10]1[O:12][CH2:11]1. (7) The reactants are: [P:1](=[O:5])([OH:4])([OH:3])[OH:2].C1(C)C=CC=CC=1.[NH2:13][C:14]1[CH:18]=[CH:17][S:16][CH:15]=1. Given the product [P:1]([OH:5])([OH:4])([OH:3])=[O:2].[NH2:13][C:14]1[CH:18]=[CH:17][S:16][CH:15]=1, predict the reactants needed to synthesize it.